From a dataset of Peptide-MHC class I binding affinity with 185,985 pairs from IEDB/IMGT. Regression. Given a peptide amino acid sequence and an MHC pseudo amino acid sequence, predict their binding affinity value. This is MHC class I binding data. (1) The peptide sequence is ITMVNSLTY. The MHC is HLA-A31:01 with pseudo-sequence HLA-A31:01. The binding affinity (normalized) is 0.0847. (2) The peptide sequence is VFMDNAFKK. The MHC is HLA-A31:01 with pseudo-sequence HLA-A31:01. The binding affinity (normalized) is 0.288. (3) The peptide sequence is MEDGTIVFSL. The MHC is HLA-B18:01 with pseudo-sequence HLA-B18:01. The binding affinity (normalized) is 0.701. (4) The peptide sequence is SHYSHNPKL. The MHC is HLA-B35:01 with pseudo-sequence HLA-B35:01. The binding affinity (normalized) is 0.0847. (5) The peptide sequence is STTENAAYQV. The MHC is HLA-A02:06 with pseudo-sequence HLA-A02:06. The binding affinity (normalized) is 0.574. (6) The peptide sequence is LPTNASLSF. The MHC is HLA-B54:01 with pseudo-sequence HLA-B54:01. The binding affinity (normalized) is 0.0641.